Dataset: Forward reaction prediction with 1.9M reactions from USPTO patents (1976-2016). Task: Predict the product of the given reaction. (1) Given the reactants Br[C:2]1[CH:15]=[CH:14][CH:13]=[CH:12][C:3]=1[CH2:4][NH:5][C:6](=[O:11])[C:7]([F:10])([F:9])[F:8].CC1(C)C(C)(C)OB([C:24]2[CH:30]=[CH:29][C:27]([NH2:28])=[CH:26][CH:25]=2)O1.C1C=CC(P(C2C=CC=CC=2)C2C=CC=CC=2)=CC=1.C([O-])([O-])=O.[K+].[K+], predict the reaction product. The product is: [NH2:28][C:27]1[CH:29]=[CH:30][C:24]([C:2]2[CH:15]=[CH:14][CH:13]=[CH:12][C:3]=2[CH2:4][NH:5][C:6](=[O:11])[C:7]([F:10])([F:9])[F:8])=[CH:25][CH:26]=1. (2) Given the reactants Br[C:2]1[CH:7]=[CH:6][CH:5]=[CH:4][C:3]=1[CH2:8][C:9]([OH:11])=[O:10].[CH2:12]([C:14]1[CH:20]=[CH:19][C:17]([NH2:18])=[CH:16][CH:15]=1)[CH3:13], predict the reaction product. The product is: [CH2:12]([C:14]1[CH:20]=[CH:19][C:17]([NH:18][C:2]2[CH:7]=[CH:6][CH:5]=[CH:4][C:3]=2[CH2:8][C:9]([OH:11])=[O:10])=[CH:16][CH:15]=1)[CH3:13]. (3) Given the reactants [Cl:1][C:2]1[N:3]=[N:4][C:5]([NH:8][NH2:9])=[CH:6][CH:7]=1.[C:10]([O:14][CH2:15][CH3:16])(=[O:13])[CH:11]=O, predict the reaction product. The product is: [CH2:15]([O:14][C:10]([CH:11]=[N:9][NH:8][C:5]1[N:4]=[N:3][C:2]([Cl:1])=[CH:7][CH:6]=1)=[O:13])[CH3:16].